This data is from Full USPTO retrosynthesis dataset with 1.9M reactions from patents (1976-2016). The task is: Predict the reactants needed to synthesize the given product. (1) The reactants are: Cl[C:2]1[CH:7]=[CH:6][C:5]([N+:8]([O-:10])=[O:9])=[C:4]([CH2:11][CH2:12][CH3:13])[CH:3]=1.CC1(C)C(C)(C)OB([C:22]2[CH2:23][CH2:24][N:25]([C:28]([O:30][C:31]([CH3:34])([CH3:33])[CH3:32])=[O:29])[CH2:26][CH:27]=2)O1.C([O-])([O-])=O.[Na+].[Na+]. Given the product [N+:8]([C:5]1[CH:6]=[CH:7][C:2]([C:22]2[CH2:27][CH2:26][N:25]([C:28]([O:30][C:31]([CH3:34])([CH3:33])[CH3:32])=[O:29])[CH2:24][CH:23]=2)=[CH:3][C:4]=1[CH2:11][CH2:12][CH3:13])([O-:10])=[O:9], predict the reactants needed to synthesize it. (2) Given the product [F:41][C:38]1[CH:39]=[CH:40][C:35]([C@@H:11]2[CH2:10][C@@:9]([OH:8])([CH3:42])[CH2:18][C@@H:17]3[N:12]2[C:13](=[O:34])/[C:14](=[CH:19]/[C:20]2[CH:25]=[CH:24][C:23]([N:26]4[CH:30]=[C:29]([CH3:31])[N:28]=[CH:27]4)=[C:22]([O:32][CH3:33])[CH:21]=2)/[CH2:15][CH2:16]3)=[CH:36][CH:37]=1, predict the reactants needed to synthesize it. The reactants are: [Si]([O:8][C@:9]1([CH3:42])[CH2:18][C@@H:17]2[N:12]([C:13](=[O:34])/[C:14](=[CH:19]/[C:20]3[CH:25]=[CH:24][C:23]([N:26]4[CH:30]=[C:29]([CH3:31])[N:28]=[CH:27]4)=[C:22]([O:32][CH3:33])[CH:21]=3)/[CH2:15][CH2:16]2)[C@H:11]([C:35]2[CH:40]=[CH:39][C:38]([F:41])=[CH:37][CH:36]=2)[CH2:10]1)(C(C)(C)C)(C)C.[Cl-].[NH4+].C(OCC)(=O)C. (3) The reactants are: [NH2:1][C:2]1[C:7]([C:8]#[N:9])=[C:6]([CH2:10][CH:11]([CH3:13])[CH3:12])[N:5]=[C:4]([NH2:14])[CH:3]=1.N1C=CC=CC=1.[CH3:21][O:22][C:23]1[CH:24]=[C:25]([CH2:29][C:30](Cl)=[O:31])[CH:26]=[CH:27][CH:28]=1.O. Given the product [NH2:1][C:2]1[C:7]([C:8]#[N:9])=[C:6]([CH2:10][CH:11]([CH3:12])[CH3:13])[N:5]=[C:4]([NH:14][C:30](=[O:31])[CH2:29][C:25]2[CH:26]=[CH:27][CH:28]=[C:23]([O:22][CH3:21])[CH:24]=2)[CH:3]=1, predict the reactants needed to synthesize it. (4) Given the product [C:1]1([C:7](=[O:11])[C:8]([Cl:15])=[O:9])[CH:6]=[CH:5][CH:4]=[CH:3][CH:2]=1, predict the reactants needed to synthesize it. The reactants are: [C:1]1([C:7](=[O:11])[C:8](O)=[O:9])[CH:6]=[CH:5][CH:4]=[CH:3][CH:2]=1.C(Cl)(=O)C([Cl:15])=O.